From a dataset of Full USPTO retrosynthesis dataset with 1.9M reactions from patents (1976-2016). Predict the reactants needed to synthesize the given product. (1) Given the product [C:1]([O:5][C:6]([N:8]1[CH2:13][CH2:12][CH:11]([N:14]([C:29]([O:31][C:32]([CH3:35])([CH3:34])[CH3:33])=[O:30])[C:15]2[CH:20]=[CH:19][C:18]([OH:21])=[CH:17][N:16]=2)[CH2:10][CH2:9]1)=[O:7])([CH3:4])([CH3:3])[CH3:2], predict the reactants needed to synthesize it. The reactants are: [C:1]([O:5][C:6]([N:8]1[CH2:13][CH2:12][CH:11]([N:14]([C:29]([O:31][C:32]([CH3:35])([CH3:34])[CH3:33])=[O:30])[C:15]2[CH:20]=[CH:19][C:18]([O:21]C(OC(C)(C)C)=O)=[CH:17][N:16]=2)[CH2:10][CH2:9]1)=[O:7])([CH3:4])([CH3:3])[CH3:2].[Li+].[OH-].O. (2) Given the product [F:14][C:15]1[CH:20]=[CH:19][CH:18]=[CH:17][C:16]=1[C:9]1[CH:8]=[CH:7][C:5]([NH2:6])=[C:4]([O:3][C:2]([F:13])([F:12])[F:1])[CH:10]=1, predict the reactants needed to synthesize it. The reactants are: [F:1][C:2]([F:13])([F:12])[O:3][C:4]1[CH:10]=[C:9](Br)[CH:8]=[CH:7][C:5]=1[NH2:6].[F:14][C:15]1[CH:20]=[CH:19][CH:18]=[CH:17][C:16]=1B(O)O. (3) Given the product [F:26][C:23]1[CH:24]=[CH:25][C:20]([S:17]([CH2:16][CH:14]2[CH2:15][N:12]([CH2:11][C:3]3[C:4]4[CH:8]=[CH:7][S:6][C:5]=4[S:10][CH:2]=3)[CH2:13]2)(=[O:19])=[O:18])=[CH:21][CH:22]=1, predict the reactants needed to synthesize it. The reactants are: Br[C:2]1[S:10][C:5]2[S:6][C:7](Br)=[CH:8][C:4]=2[C:3]=1[CH2:11][N:12]1[CH2:15][CH:14]([CH2:16][S:17]([C:20]2[CH:25]=[CH:24][C:23]([F:26])=[CH:22][CH:21]=2)(=[O:19])=[O:18])[CH2:13]1.[H][H]. (4) Given the product [F:1][CH:2]([F:37])[C:3]1[N:7]([C:8]2[N:13]=[C:12]([N:38]3[CH2:43][CH2:42][O:41][CH2:40][CH2:39]3)[N:11]=[C:10]([N:18]3[CH2:23][CH2:22][N:21]([C:24]([O:26][C:27]([CH3:30])([CH3:29])[CH3:28])=[O:25])[CH2:20][CH2:19]3)[CH:9]=2)[C:6]2[CH:31]=[CH:32][CH:33]=[C:34]([O:35][CH3:36])[C:5]=2[N:4]=1, predict the reactants needed to synthesize it. The reactants are: [F:1][CH:2]([F:37])[C:3]1[N:7]([C:8]2[N:13]=[C:12](S(C)(=O)=O)[N:11]=[C:10]([N:18]3[CH2:23][CH2:22][N:21]([C:24]([O:26][C:27]([CH3:30])([CH3:29])[CH3:28])=[O:25])[CH2:20][CH2:19]3)[CH:9]=2)[C:6]2[CH:31]=[CH:32][CH:33]=[C:34]([O:35][CH3:36])[C:5]=2[N:4]=1.[NH:38]1[CH2:43][CH2:42][O:41][CH2:40][CH2:39]1.O. (5) Given the product [F:26][C:20]1[C:21]([F:25])=[CH:22][CH:23]=[CH:24][C:19]=1[CH2:18][CH2:17][C:16]1[N:9]([CH2:10][C:11]([O:13][CH2:14][CH3:15])=[O:12])[C:8]2[CH:7]=[CH:6][S:5][C:4]=2[C:1](=[O:3])[N:2]=1, predict the reactants needed to synthesize it. The reactants are: [C:1]([C:4]1[S:5][CH:6]=[CH:7][C:8]=1[N:9]([C:16](=O)[CH2:17][CH2:18][C:19]1[CH:24]=[CH:23][CH:22]=[C:21]([F:25])[C:20]=1[F:26])[CH2:10][C:11]([O:13][CH2:14][CH3:15])=[O:12])(=[O:3])[NH2:2].[H-].[Na+].Cl. (6) Given the product [C:36]([O:35][C:33](=[O:34])[NH:32][C@H:23]([C:24]([N:26]1[CH2:30][CH2:29][C@H:28]([F:31])[CH2:27]1)=[O:25])[C@H:22]([CH:19]1[CH2:20][CH2:21][CH:16]([N:15]([CH2:8][C:9]2[CH:14]=[CH:13][CH:12]=[CH:11][CH:10]=2)[CH3:2])[CH2:17][CH2:18]1)[CH3:40])([CH3:39])([CH3:38])[CH3:37], predict the reactants needed to synthesize it. The reactants are: F[C:2](F)(F)C([O-])=O.[CH2:8]([NH2+:15][CH:16]1[CH2:21][CH2:20][CH:19]([C@H:22]([CH3:40])[C@H:23]([NH:32][C:33]([O:35][C:36]([CH3:39])([CH3:38])[CH3:37])=[O:34])[C:24]([N:26]2[CH2:30][CH2:29][C@H:28]([F:31])[CH2:27]2)=[O:25])[CH2:18][CH2:17]1)[C:9]1[CH:14]=[CH:13][CH:12]=[CH:11][CH:10]=1.C=O.C(O[BH-](OC(=O)C)OC(=O)C)(=O)C.[Na+]. (7) Given the product [CH:1]1([CH2:4][N:5]2[CH:6]([CH2:19][C:20]([N:25]3[CH:24]=[CH:23][N:27]=[CH:26]3)=[O:22])[C:7]3[C:12](=[CH:11][CH:10]=[C:9]([C:15]([F:17])([F:16])[F:18])[CH:8]=3)[C:13]2=[O:14])[CH2:2][CH2:3]1, predict the reactants needed to synthesize it. The reactants are: [CH:1]1([CH2:4][N:5]2[C:13](=[O:14])[C:12]3[C:7](=[CH:8][C:9]([C:15]([F:18])([F:17])[F:16])=[CH:10][CH:11]=3)[CH:6]2[CH2:19][C:20]([OH:22])=O)[CH2:3][CH2:2]1.[CH:23]1[N:27]=[CH:26][N:25](C([N:25]2[CH:26]=[N:27][CH:23]=[CH:24]2)=O)[CH:24]=1. (8) The reactants are: CO[C:3](=[O:19])[C:4]1[CH:9]=[CH:8][CH:7]=[CH:6][C:5]=1[NH:10][CH2:11][C:12]1[CH:17]=[CH:16][N:15]=[C:14]([Br:18])[CH:13]=1.[NH2:20][C:21]1[C:29]2[C:25](=[CH:26][N:27]([CH3:30])[N:28]=2)[C:24]([F:31])=[CH:23][CH:22]=1. Given the product [Br:18][C:14]1[CH:13]=[C:12]([CH2:11][NH:10][C:5]2[CH:6]=[CH:7][CH:8]=[CH:9][C:4]=2[C:3]([NH:20][C:21]2[C:29]3[C:25](=[CH:26][N:27]([CH3:30])[N:28]=3)[C:24]([F:31])=[CH:23][CH:22]=2)=[O:19])[CH:17]=[CH:16][N:15]=1, predict the reactants needed to synthesize it. (9) Given the product [CH3:1][N:2]([CH3:22])[C:3]1[CH:8]=[CH:7][C:6]([C:9]2[N:18]=[C:17]([C:19]([N:29]3[CH2:28][CH2:27][C:26]4[C:31](=[CH:32][CH:33]=[C:34]([N:35]([CH3:37])[CH3:36])[C:25]=4[OH:24])[CH2:30]3)=[O:20])[C:16]3[C:11](=[CH:12][CH:13]=[CH:14][CH:15]=3)[N:10]=2)=[CH:5][CH:4]=1, predict the reactants needed to synthesize it. The reactants are: [CH3:1][N:2]([CH3:22])[C:3]1[CH:8]=[CH:7][C:6]([C:9]2[N:18]=[C:17]([C:19](O)=[O:20])[C:16]3[C:11](=[CH:12][CH:13]=[CH:14][CH:15]=3)[N:10]=2)=[CH:5][CH:4]=1.Cl.[OH:24][C:25]1[C:34]([N:35]([CH3:37])[CH3:36])=[CH:33][CH:32]=[C:31]2[C:26]=1[CH2:27][CH2:28][NH:29][CH2:30]2. (10) Given the product [Cl:11][C:12]1[CH:13]=[C:14]([NH:19][C@H:20]([C:22]([NH:10][C:8](=[O:9])[C@H:3]([CH2:4][CH:5]([CH3:7])[CH3:6])[NH2:2])=[O:23])[CH3:21])[CH:15]=[CH:16][C:17]=1[Cl:18], predict the reactants needed to synthesize it. The reactants are: Cl.[NH2:2][C@H:3]([C:8]([NH2:10])=[O:9])[CH2:4][CH:5]([CH3:7])[CH3:6].[Cl:11][C:12]1[CH:13]=[C:14]([NH:19][CH:20]([C:22](O)=[O:23])[CH3:21])[CH:15]=[CH:16][C:17]=1[Cl:18].